This data is from Forward reaction prediction with 1.9M reactions from USPTO patents (1976-2016). The task is: Predict the product of the given reaction. Given the reactants Cl[C:2]1[CH:11]=[CH:10][C:9]2[C:4](=[CH:5][CH:6]=[C:7]([N+:12]([O-:14])=[O:13])[CH:8]=2)[N:3]=1.[CH2:15]([O:17][C:18]1[C:23]2[CH:24]([NH2:27])[CH2:25][O:26][C:22]=2[CH:21]=[CH:20][CH:19]=1)C.C(N(C(C)C)C(C)C)C, predict the reaction product. The product is: [CH3:15][O:17][C:18]1[C:23]2[CH:24]([NH:27][C:2]3[CH:11]=[CH:10][C:9]4[C:4](=[CH:5][CH:6]=[C:7]([N+:12]([O-:14])=[O:13])[CH:8]=4)[N:3]=3)[CH2:25][O:26][C:22]=2[CH:21]=[CH:20][CH:19]=1.